Dataset: Full USPTO retrosynthesis dataset with 1.9M reactions from patents (1976-2016). Task: Predict the reactants needed to synthesize the given product. (1) Given the product [C:1]([O:5][C:6]([NH:8][CH2:9][C@H:10]1[CH2:15][CH2:14][C@H:13]([C:16]([NH:18][C@@H:19]([CH2:23][C:24]2[CH:25]=[CH:26][C:27]([C:30]3[CH:35]=[CH:34][C:33]([C:36](=[O:42])[NH:37][CH:38]4[CH2:41][CH2:40][CH2:39]4)=[CH:32][C:31]=3[CH3:43])=[CH:28][CH:29]=2)[C:20]([NH:44][C:45]2[CH:53]=[C:52]3[C:48]([CH:49]=[C:50]([C:54]([O:56][CH2:57][CH3:58])=[O:55])[NH:51]3)=[CH:47][CH:46]=2)=[O:21])=[O:17])[CH2:12][CH2:11]1)=[O:7])([CH3:4])([CH3:3])[CH3:2], predict the reactants needed to synthesize it. The reactants are: [C:1]([O:5][C:6]([NH:8][CH2:9][C@H:10]1[CH2:15][CH2:14][C@H:13]([C:16]([NH:18][C@@H:19]([CH2:23][C:24]2[CH:29]=[CH:28][C:27]([C:30]3[CH:35]=[CH:34][C:33]([C:36](=[O:42])[NH:37][CH:38]4[CH2:41][CH2:40][CH2:39]4)=[CH:32][C:31]=3[CH3:43])=[CH:26][CH:25]=2)[C:20](O)=[O:21])=[O:17])[CH2:12][CH2:11]1)=[O:7])([CH3:4])([CH3:3])[CH3:2].[NH2:44][C:45]1[CH:53]=[C:52]2[C:48]([CH:49]=[C:50]([C:54]([O:56][CH2:57][CH3:58])=[O:55])[NH:51]2)=[CH:47][CH:46]=1.C(N(CC)C(C)C)(C)C.C(P1(=O)OP(=O)(CCC)OP(=O)(CCC)O1)CC. (2) Given the product [CH2:22]([C:21]1[C:16]2[C:17](=[N:18][C:13]([C:10]3[CH:11]=[CH:12][N:8]([C:5]4[N:4]=[CH:3][C:2]([N:27]5[CH2:32][CH2:31][O:30][CH2:29][CH2:28]5)=[CH:7][N:6]=4)[N:9]=3)=[CH:14][CH:15]=2)[N:19]([CH:24]([CH3:26])[CH3:25])[N:20]=1)[CH3:23], predict the reactants needed to synthesize it. The reactants are: Br[C:2]1[CH:3]=[N:4][C:5]([N:8]2[CH:12]=[CH:11][C:10]([C:13]3[N:18]=[C:17]4[N:19]([CH:24]([CH3:26])[CH3:25])[N:20]=[C:21]([CH2:22][CH3:23])[C:16]4=[CH:15][CH:14]=3)=[N:9]2)=[N:6][CH:7]=1.[NH:27]1[CH2:32][CH2:31][O:30][CH2:29][CH2:28]1.F[B-](F)(F)F.C([PH+](C(C)(C)C)C(C)(C)C)(C)(C)C.CC(C)([O-])C.[Na+]. (3) The reactants are: [CH2:1]([O:8][C@:9]1([CH3:26])[C@H:12]([C@H:13]([OH:16])CO)[N:11]([C:17]2[CH:22]=[CH:21][C:20]([O:23][CH3:24])=[CH:19][CH:18]=2)[C:10]1=[O:25])[C:2]1[CH:7]=[CH:6][CH:5]=[CH:4][CH:3]=1.O.I([O-])(=O)(=O)=O.[Na+]. Given the product [CH2:1]([O:8][C@:9]1([CH3:26])[C@H:12]([CH:13]=[O:16])[N:11]([C:17]2[CH:18]=[CH:19][C:20]([O:23][CH3:24])=[CH:21][CH:22]=2)[C:10]1=[O:25])[C:2]1[CH:7]=[CH:6][CH:5]=[CH:4][CH:3]=1, predict the reactants needed to synthesize it. (4) Given the product [CH2:1]([O:3][C:4]([C:6]1[C:10]([C:11]2[CH:16]=[CH:15][CH:14]=[CH:13][C:12]=2[F:17])=[C:9]([Cl:18])[S:8][C:7]=1[NH2:19])=[O:5])[CH3:2], predict the reactants needed to synthesize it. The reactants are: [CH2:1]([O:3][C:4]([C:6]1[C:10]([C:11]2[CH:16]=[CH:15][CH:14]=[CH:13][C:12]=2[F:17])=[C:9]([Cl:18])[S:8][C:7]=1[NH:19]C(=O)C(F)(F)F)=[O:5])[CH3:2].[BH4-].[Na+].Cl. (5) Given the product [C:48]([O:52][C:53]([NH:55][C@@H:56]1[CH2:61][C@H:60]([NH:62][C:63]([O:65][C:66]([CH3:67])([CH3:68])[CH3:69])=[O:64])[CH2:59][N:58]([C:70]2[CH:75]=[C:74]([N:76]3[CH2:77][C@@H:78]([NH:90][C:91]([O:93][C:94]([CH3:97])([CH3:96])[CH3:95])=[O:92])[CH2:79][C@@H:80]([NH:82][C:83]([O:85][C:86]([CH3:89])([CH3:88])[CH3:87])=[O:84])[CH2:81]3)[N:73]=[C:72]([NH:98][C:99]3[CH:104]=[CH:103][C:102]([NH:105][C:12]([C:3]4[CH:4]=[CH:5][C:6]5[C:11](=[CH:10][CH:9]=[CH:8][CH:7]=5)[C:2]=4[OH:1])=[O:14])=[CH:101][CH:100]=3)[CH:71]=2)[CH2:57]1)=[O:54])([CH3:49])([CH3:50])[CH3:51], predict the reactants needed to synthesize it. The reactants are: [OH:1][C:2]1[C:11]2[C:6](=[CH:7][CH:8]=[CH:9][CH:10]=2)[CH:5]=[CH:4][C:3]=1[C:12]([OH:14])=O.C(N(C(C)C)C(C)C)C.CN(C(ON1N=NC2C=CC=CC1=2)=[N+](C)C)C.F[P-](F)(F)(F)(F)F.[C:48]([O:52][C:53]([NH:55][C@@H:56]1[CH2:61][C@H:60]([NH:62][C:63]([O:65][C:66]([CH3:69])([CH3:68])[CH3:67])=[O:64])[CH2:59][N:58]([C:70]2[CH:75]=[C:74]([N:76]3[CH2:81][C@@H:80]([NH:82][C:83]([O:85][C:86]([CH3:89])([CH3:88])[CH3:87])=[O:84])[CH2:79][C@@H:78]([NH:90][C:91]([O:93][C:94]([CH3:97])([CH3:96])[CH3:95])=[O:92])[CH2:77]3)[N:73]=[C:72]([NH:98][C:99]3[CH:104]=[CH:103][C:102]([NH2:105])=[CH:101][CH:100]=3)[CH:71]=2)[CH2:57]1)=[O:54])([CH3:51])([CH3:50])[CH3:49].